From a dataset of Forward reaction prediction with 1.9M reactions from USPTO patents (1976-2016). Predict the product of the given reaction. Given the reactants C([N:3]([CH2:6][C:7]1[CH:12]=[CH:11][C:10]([CH2:13][CH2:14][C:15]2[N:16]=[C:17]([NH:20][C:21](=[O:23])[CH3:22])[S:18][CH:19]=2)=[CH:9][CH:8]=1)C=O)=O.Cl, predict the reaction product. The product is: [NH2:3][CH2:6][C:7]1[CH:12]=[CH:11][C:10]([CH2:13][CH2:14][C:15]2[N:16]=[C:17]([NH:20][C:21](=[O:23])[CH3:22])[S:18][CH:19]=2)=[CH:9][CH:8]=1.